This data is from Forward reaction prediction with 1.9M reactions from USPTO patents (1976-2016). The task is: Predict the product of the given reaction. (1) The product is: [F:27][C@@:14]1([CH2:13][NH:12][C:10]2[C:5]3=[N:6][CH:7]=[CH:8][N:9]=[C:4]3[CH:3]=[C:2]([C:36]3[CH:37]=[N:38][N:39]([CH2:41][C:42]([F:45])([F:44])[F:43])[CH:40]=3)[N:11]=2)[CH2:19][CH2:18][CH2:17][NH:16][CH2:15]1. Given the reactants Cl[C:2]1[N:11]=[C:10]([NH:12][CH2:13][C@:14]2([F:27])[CH2:19][CH2:18][CH2:17][N:16](C(OC(C)(C)C)=O)[CH2:15]2)[C:5]2=[N:6][CH:7]=[CH:8][N:9]=[C:4]2[CH:3]=1.CC1(C)C(C)(C)OB([C:36]2[CH:37]=[N:38][N:39]([CH2:41][C:42]([F:45])([F:44])[F:43])[CH:40]=2)O1.C(=O)([O-])[O-].[Cs+].[Cs+].FC(F)(F)C(O)=O, predict the reaction product. (2) Given the reactants [F:1][C:2]1[CH:25]=[C:24]([F:26])[CH:23]=[CH:22][C:3]=1[CH2:4][N:5]1[C:13]2[CH2:12][CH2:11][NH:10][CH2:9][C:8]=2[C:7]([C:14]2[CH:15]=[C:16]([CH:19]=[CH:20][CH:21]=2)[C:17]#[N:18])=[N:6]1.C([O-])([O-])=O.[K+].[K+].[C:33](Cl)(=[O:37])[CH:34]([CH3:36])[CH3:35].O, predict the reaction product. The product is: [F:1][C:2]1[CH:25]=[C:24]([F:26])[CH:23]=[CH:22][C:3]=1[CH2:4][N:5]1[C:13]2[CH2:12][CH2:11][N:10]([C:33](=[O:37])[CH:34]([CH3:36])[CH3:35])[CH2:9][C:8]=2[C:7]([C:14]2[CH:15]=[C:16]([CH:19]=[CH:20][CH:21]=2)[C:17]#[N:18])=[N:6]1. (3) The product is: [C:15]1([CH2:14][NH:13][S:12]([C:8]2[CH:7]=[C:6]([CH:5]=[CH:4][C:3]([OH:27])=[O:2])[CH:11]=[CH:10][CH:9]=2)(=[O:26])=[O:25])[C:24]2[C:19](=[CH:20][CH:21]=[CH:22][CH:23]=2)[CH:18]=[CH:17][CH:16]=1. Given the reactants C[O:2][C:3](=[O:27])[CH:4]=[CH:5][C:6]1[CH:11]=[CH:10][CH:9]=[C:8]([S:12](=[O:26])(=[O:25])[NH:13][CH2:14][C:15]2[C:24]3[C:19](=[CH:20][CH:21]=[CH:22][CH:23]=3)[CH:18]=[CH:17][CH:16]=2)[CH:7]=1.CO, predict the reaction product. (4) Given the reactants [CH3:1][N:2]([C:13]1[CH:24]=[C:23]2[C:25]3[C:19]([CH3:26])([CH2:20][CH2:21][CH2:22]2)[CH2:18][CH2:17][CH2:16][C:15]=3[CH:14]=1)[C:3]1[CH:12]=[CH:11][C:6]([C:7]([O:9]C)=[O:8])=[CH:5][CH:4]=1.[OH-].[Na+].Cl, predict the reaction product. The product is: [CH3:1][N:2]([C:13]1[CH:24]=[C:23]2[C:25]3[C:19]([CH3:26])([CH2:20][CH2:21][CH2:22]2)[CH2:18][CH2:17][CH2:16][C:15]=3[CH:14]=1)[C:3]1[CH:4]=[CH:5][C:6]([C:7]([OH:9])=[O:8])=[CH:11][CH:12]=1. (5) Given the reactants [OH:1][C:2]1[CH:7]=[CH:6][C:5]([C:8]2[C:12](=[O:13])[C:11]([CH3:15])([CH3:14])[O:10][C:9]=2[C:16]2[CH:23]=[CH:22][C:19]([C:20]#[N:21])=[CH:18][CH:17]=2)=[CH:4][CH:3]=1.C(=O)([O-])[O-].CN(C=O)C.Cl[CH2:34][C:35]1[C:40]([CH3:41])=[CH:39][C:38]([CH3:42])=[CH:37][N:36]=1, predict the reaction product. The product is: [CH3:41][C:40]1[C:35]([CH2:34][O:1][C:2]2[CH:3]=[CH:4][C:5]([C:8]3[C:12](=[O:13])[C:11]([CH3:14])([CH3:15])[O:10][C:9]=3[C:16]3[CH:17]=[CH:18][C:19]([C:20]#[N:21])=[CH:22][CH:23]=3)=[CH:6][CH:7]=2)=[N:36][CH:37]=[C:38]([CH3:42])[CH:39]=1. (6) Given the reactants Br[C:2]1[CH:10]=[CH:9][CH:8]=[C:7]2[C:3]=1[CH2:4][CH2:5][C@@H:6]2[OH:11].[CH:12]([C:15]1[CH:20]=[CH:19][CH:18]=[CH:17][C:16]=1B(O)O)([CH3:14])[CH3:13], predict the reaction product. The product is: [CH:12]([C:15]1[CH:20]=[CH:19][CH:18]=[CH:17][C:16]=1[C:2]1[CH:10]=[CH:9][CH:8]=[C:7]2[C:3]=1[CH2:4][CH2:5][C@@H:6]2[OH:11])([CH3:14])[CH3:13].